This data is from Catalyst prediction with 721,799 reactions and 888 catalyst types from USPTO. The task is: Predict which catalyst facilitates the given reaction. (1) Reactant: O[C:2]1[C:10]([C:11]2[CH:16]=[CH:15][C:14]([O:17][CH3:18])=[CH:13][CH:12]=2)=[CH:9][C:5]([C:6]([NH2:8])=O)=[CH:4][N:3]=1.Cl.C(N(CC)CC)C.P(Cl)(Cl)[Cl:28].O. Product: [Cl:28][C:2]1[C:10]([C:11]2[CH:16]=[CH:15][C:14]([O:17][CH3:18])=[CH:13][CH:12]=2)=[CH:9][C:5]([C:6]#[N:8])=[CH:4][N:3]=1. The catalyst class is: 11. (2) Reactant: Br[C:2]1[C:10]([CH:11]([CH3:13])[CH3:12])=[CH:9][CH:8]=[C:7]2[C:3]=1[CH:4]=[N:5][NH:6]2.[Li]C(C)(C)C.[B:19](OCCCC)([O:25]CCCC)[O:20]CCCC. Product: [CH:11]([C:10]1[CH:9]=[CH:8][C:7]2[NH:6][N:5]=[CH:4][C:3]=2[C:2]=1[B:19]([OH:25])[OH:20])([CH3:13])[CH3:12]. The catalyst class is: 28. (3) Reactant: [OH:1][CH2:2][CH2:3][C:4]1[CH:9]=[CH:8][C:7]([NH:10][C:11](=[O:17])[O:12][C:13]([CH3:16])([CH3:15])[CH3:14])=[CH:6][CH:5]=1.CC(OI1(OC(C)=O)(OC(C)=O)OC(=O)C2C1=CC=CC=2)=O.C([O-])(O)=O.[Na+].[O-]S([O-])(=S)=O.[Na+].[Na+]. Product: [O:1]=[CH:2][CH2:3][C:4]1[CH:5]=[CH:6][C:7]([NH:10][C:11](=[O:17])[O:12][C:13]([CH3:15])([CH3:14])[CH3:16])=[CH:8][CH:9]=1. The catalyst class is: 4. (4) Reactant: [Cl:1][C:2]1[CH:18]=[C:17]([Cl:19])[CH:16]=[CH:15][C:3]=1[CH2:4][NH:5][C:6](=[O:14])[C:7]1[CH:12]=[CH:11][N:10]=[C:9]([OH:13])[CH:8]=1.Br[CH2:21][CH:22]1[CH2:24][CH2:23]1.C(=O)([O-])[O-].[K+].[K+]. Product: [Cl:1][C:2]1[CH:18]=[C:17]([Cl:19])[CH:16]=[CH:15][C:3]=1[CH2:4][NH:5][C:6]([C:7]1[CH:12]=[CH:11][N:10]([CH2:21][CH:22]2[CH2:24][CH2:23]2)[C:9](=[O:13])[CH:8]=1)=[O:14]. The catalyst class is: 10. (5) Reactant: [OH:1][C:2]1[CH:7]=[CH:6][CH:5]=[C:4]([I:8])[C:3]=1[S:9]([NH2:12])(=[O:11])=[O:10].C(=O)([O-])[O-].[K+].[K+].[CH2:19](I)[CH2:20][CH3:21].O. Product: [I:8][C:4]1[CH:5]=[CH:6][CH:7]=[C:2]([O:1][CH2:19][CH2:20][CH3:21])[C:3]=1[S:9]([NH2:12])(=[O:11])=[O:10]. The catalyst class is: 9. (6) Reactant: [CH3:1][NH:2][CH2:3][C:4]1[CH:5]=[C:6]([CH:9]=[CH:10][CH:11]=1)[C:7]#[N:8].C(=O)(O)[O-].[Na+].[C:17]([O:21][C:22](=[O:26])[CH2:23][CH2:24]Br)([CH3:20])([CH3:19])[CH3:18]. Product: [C:7]([C:6]1[CH:5]=[C:4]([CH:11]=[CH:10][CH:9]=1)[CH2:3][N:2]([CH3:1])[CH2:24][CH2:23][C:22]([O:21][C:17]([CH3:20])([CH3:19])[CH3:18])=[O:26])#[N:8]. The catalyst class is: 10. (7) Reactant: [H-].[Na+].[N:3]1([CH2:8][CH2:9][S:10]([CH2:12][C:13]2[CH:18]=[CH:17][C:16]([OH:19])=[CH:15][CH:14]=2)=[O:11])[CH:7]=[CH:6][N:5]=[N:4]1.Cl[CH2:21][C:22]1[N:23]=[C:24]([CH:27]=[CH:28][C:29]2[CH:34]=[CH:33][C:32]([S:35]([C:38]([F:41])([F:40])[F:39])(=[O:37])=[O:36])=[CH:31][CH:30]=2)[O:25][CH:26]=1.O. Product: [F:41][C:38]([F:39])([F:40])[S:35]([C:32]1[CH:31]=[CH:30][C:29](/[CH:28]=[CH:27]/[C:24]2[O:25][CH:26]=[C:22]([CH2:21][O:19][C:16]3[CH:15]=[CH:14][C:13]([CH2:12][S:10]([CH2:9][CH2:8][N:3]4[CH:7]=[CH:6][N:5]=[N:4]4)=[O:11])=[CH:18][CH:17]=3)[N:23]=2)=[CH:34][CH:33]=1)(=[O:37])=[O:36]. The catalyst class is: 3. (8) Reactant: [H-].[Na+].CO[C:5]([C:7]1[C:16]([O:17][CH:18]([C:25]2[CH:30]=[CH:29][CH:28]=[CH:27][CH:26]=2)[C:19]2[CH:24]=[CH:23][CH:22]=[CH:21][CH:20]=2)=[C:15]2[C:10]([CH:11]=[CH:12][CH:13]=[N:14]2)=[C:9]([O:31][CH3:32])[C:8]=1[CH2:33][C:34](=[O:44])[NH:35][CH2:36][C:37]1[CH:42]=[CH:41][C:40]([F:43])=[CH:39][CH:38]=1)=[O:6]. Product: [CH:18]([O:17][C:16]1[C:7]2[C:5](=[O:6])[N:35]([CH2:36][C:37]3[CH:42]=[CH:41][C:40]([F:43])=[CH:39][CH:38]=3)[C:34](=[O:44])[CH2:33][C:8]=2[C:9]([O:31][CH3:32])=[C:10]2[C:15]=1[N:14]=[CH:13][CH:12]=[CH:11]2)([C:25]1[CH:26]=[CH:27][CH:28]=[CH:29][CH:30]=1)[C:19]1[CH:24]=[CH:23][CH:22]=[CH:21][CH:20]=1. The catalyst class is: 369. (9) Reactant: Cl[C:2]1[N:11]=[C:10]([OH:12])[C:9]2[C:4](=[CH:5][CH:6]=[C:7]([O:13][CH3:14])[CH:8]=2)[N:3]=1.[N:15]1[CH:20]=[CH:19][CH:18]=[C:17](B(O)O)[CH:16]=1.C([O-])([O-])=O.[K+].[K+]. Product: [CH3:14][O:13][C:7]1[CH:8]=[C:9]2[C:4](=[CH:5][CH:6]=1)[N:3]=[C:2]([C:17]1[CH:16]=[N:15][CH:20]=[CH:19][CH:18]=1)[N:11]=[C:10]2[OH:12]. The catalyst class is: 551.